From a dataset of Forward reaction prediction with 1.9M reactions from USPTO patents (1976-2016). Predict the product of the given reaction. Given the reactants [NH2:1][C:2]1[CH:7]=[CH:6][N:5]([CH:8]2[O:18][CH:17]3[CH:10]([O:11][Si:12]([CH:28]([CH3:30])[CH3:29])([CH:25]([CH3:27])[CH3:26])[O:13][Si:14]([CH:22]([CH3:24])[CH3:23])([CH:19]([CH3:21])[CH3:20])[O:15][CH2:16]3)[C:9]2([F:32])[F:31])[C:4](=[O:33])[N:3]=1.[C:34](=O)([O:46]C1C=CC([N+]([O-])=O)=CC=1)[O:35][CH2:36][C:37]1[O:38][C:39]2[CH:45]=[CH:44][CH:43]=[CH:42][C:40]=2[CH:41]=1, predict the reaction product. The product is: [F:32][C:9]1([F:31])[CH:10]2[O:11][Si:12]([CH:25]([CH3:27])[CH3:26])([CH:28]([CH3:30])[CH3:29])[O:13][Si:14]([CH:19]([CH3:20])[CH3:21])([CH:22]([CH3:23])[CH3:24])[O:15][CH2:16][CH:17]2[O:18][CH:8]1[N:5]1[CH:6]=[CH:7][C:2]([NH:1][C:34](=[O:46])[O:35][CH2:36][C:37]2[O:38][C:39]3[CH:45]=[CH:44][CH:43]=[CH:42][C:40]=3[CH:41]=2)=[N:3][C:4]1=[O:33].